Dataset: hERG potassium channel inhibition data for cardiac toxicity prediction from Karim et al.. Task: Regression/Classification. Given a drug SMILES string, predict its toxicity properties. Task type varies by dataset: regression for continuous values (e.g., LD50, hERG inhibition percentage) or binary classification for toxic/non-toxic outcomes (e.g., AMES mutagenicity, cardiotoxicity, hepatotoxicity). Dataset: herg_karim. (1) The result is 0 (non-blocker). The molecule is Cc1nc(NC(=O)N2CCC[C@H]2C(N)=O)sc1-c1ccnc(C(C)(C)C(F)(F)F)c1. (2) The molecule is CC(=O)NCCc1ccccc1-c1ccc([C@H]2CNCC[C@H]2c2ccc(F)c(F)c2)c(Cl)c1. The result is 1 (blocker).